Predict the reactants needed to synthesize the given product. From a dataset of Full USPTO retrosynthesis dataset with 1.9M reactions from patents (1976-2016). (1) Given the product [Cl:12][C:13]1[CH:18]=[CH:17][C:16]([O:19][C:2]2[CH:9]=[CH:8][C:7]([CH:10]=[O:11])=[CH:6][C:3]=2[C:4]#[N:5])=[CH:15][C:14]=1[F:20], predict the reactants needed to synthesize it. The reactants are: F[C:2]1[CH:9]=[CH:8][C:7]([CH:10]=[O:11])=[CH:6][C:3]=1[C:4]#[N:5].[Cl:12][C:13]1[CH:18]=[CH:17][C:16]([OH:19])=[CH:15][C:14]=1[F:20]. (2) Given the product [CH:30]1([N:22]([C:23]2[CH:28]=[CH:27][CH:26]=[C:25]([F:29])[CH:24]=2)[S:21]([C:18]2[CH:19]=[CH:20][C:15]([O:14][CH:11]3[CH2:10][CH2:9][NH:8][CH2:13][CH2:12]3)=[CH:16][CH:17]=2)(=[O:35])=[O:34])[CH2:33][CH2:32][CH2:31]1, predict the reactants needed to synthesize it. The reactants are: C(OC([N:8]1[CH2:13][CH2:12][CH:11]([O:14][C:15]2[CH:20]=[CH:19][C:18]([S:21](=[O:35])(=[O:34])[N:22]([CH:30]3[CH2:33][CH2:32][CH2:31]3)[C:23]3[CH:28]=[CH:27][CH:26]=[C:25]([F:29])[CH:24]=3)=[CH:17][CH:16]=2)[CH2:10][CH2:9]1)=O)(C)(C)C.C(O)(C(F)(F)F)=O. (3) Given the product [F:9][C:10]1[CH:11]=[C:12]([NH:13][C:2]2[CH:7]=[CH:6][CH:5]=[C:4]([N:20]3[C:19]([CH3:18])=[CH:23][C:22]([CH3:24])=[N:21]3)[N:3]=2)[CH:14]=[CH:15][C:16]=1[F:17], predict the reactants needed to synthesize it. The reactants are: F[C:2]1[CH:7]=[CH:6][CH:5]=[C:4](F)[N:3]=1.[F:9][C:10]1[CH:11]=[C:12]([CH:14]=[CH:15][C:16]=1[F:17])[NH2:13].[CH3:18][C:19]1[CH:23]=[C:22]([CH3:24])[NH:21][N:20]=1. (4) Given the product [CH:2]1([CH2:8][CH2:9][N:10]2[C:19]([C:18]3[CH:24]=[C:25]([O:29][CH3:30])[C:26]([CH3:28])=[CH:27][C:17]=3[O:16][CH3:15])=[N:13][C:12]([NH2:14])=[N:11]2)[CH2:3][CH2:4][CH2:5][CH2:6][CH2:7]1, predict the reactants needed to synthesize it. The reactants are: Cl.[CH:2]1([CH2:8][CH2:9][NH:10][NH:11][C:12]([NH2:14])=[NH:13])[CH2:7][CH2:6][CH2:5][CH2:4][CH2:3]1.[CH3:15][O:16][C:17]1[CH:27]=[C:26]([CH3:28])[C:25]([O:29][CH3:30])=[CH:24][C:18]=1[C:19](OCC)=O.C[O-].[Na+]. (5) Given the product [C:28]([O:27][C:25]([NH:24][C@H:17]([C:18]1[CH:23]=[CH:22][CH:21]=[CH:20][CH:19]=1)[C:16]([N:12]1[CH2:13][CH2:14][CH2:15][C@H:11]1[C:9]([OH:10])=[O:8])=[O:32])=[O:26])([CH3:31])([CH3:29])[CH3:30], predict the reactants needed to synthesize it. The reactants are: C([O:8][C:9]([C@@H:11]1[CH2:15][CH2:14][CH2:13][N:12]1[C:16](=[O:32])[C@H:17]([NH:24][C:25]([O:27][C:28]([CH3:31])([CH3:30])[CH3:29])=[O:26])[C:18]1[CH:23]=[CH:22][CH:21]=[CH:20][CH:19]=1)=[O:10])C1C=CC=CC=1. (6) Given the product [NH2:11][C:9]1[CH:8]=[CH:7][C:3]([C:4]([NH:38][CH2:37][CH2:36][CH2:35][N:29]2[CH2:34][CH2:33][O:32][CH2:31][CH2:30]2)=[O:6])=[C:2]([F:1])[CH:10]=1, predict the reactants needed to synthesize it. The reactants are: [F:1][C:2]1[CH:10]=[C:9]([N+:11]([O-])=O)[CH:8]=[CH:7][C:3]=1[C:4]([OH:6])=O.C(Cl)(=O)C1C=CC=CC=1.C(Cl)(=O)C(Cl)=O.[N:29]1([CH2:35][CH2:36][CH2:37][NH2:38])[CH2:34][CH2:33][O:32][CH2:31][CH2:30]1. (7) Given the product [Cl:7][C:8]1[C:9]([C:17](=[O:23])[N:18]([CH2:21][CH3:22])[CH2:19][CH3:20])=[C:1]([CH:14]=[CH:15][CH:16]=1)[C:2]([Cl:4])=[O:3], predict the reactants needed to synthesize it. The reactants are: [C:1](Cl)(=O)[C:2]([Cl:4])=[O:3].[Cl:7][C:8]1[C:9]([C:17](=[O:23])[N:18]([CH2:21][CH3:22])[CH2:19][CH3:20])=C([CH:14]=[CH:15][CH:16]=1)C(O)=O. (8) Given the product [C:12]([O:11][C:9]([NH:1][CH2:2][CH2:3][CH2:4][CH2:5][CH2:6][CH2:7][OH:8])=[O:10])([CH3:15])([CH3:14])[CH3:13], predict the reactants needed to synthesize it. The reactants are: [NH2:1][CH2:2][CH2:3][CH2:4][CH2:5][CH2:6][CH2:7][OH:8].[C:9](O[C:9]([O:11][C:12]([CH3:15])([CH3:14])[CH3:13])=[O:10])([O:11][C:12]([CH3:15])([CH3:14])[CH3:13])=[O:10].